From a dataset of Full USPTO retrosynthesis dataset with 1.9M reactions from patents (1976-2016). Predict the reactants needed to synthesize the given product. (1) Given the product [Cl:1][C:2]1[CH:9]=[C:8]([C:10]([F:13])([F:12])[F:11])[CH:7]=[CH:6][C:3]=1/[CH:4]=[CH:17]/[N+:14]([O-:16])=[O:15], predict the reactants needed to synthesize it. The reactants are: [Cl:1][C:2]1[CH:9]=[C:8]([C:10]([F:13])([F:12])[F:11])[CH:7]=[CH:6][C:3]=1[CH:4]=O.[N+:14]([CH3:17])([O-:16])=[O:15].Cl.CN.C([O-])(=O)C.[Na+]. (2) Given the product [Cl:18][CH2:14][C:11]1[N:12]=[C:8]([C:5]2[CH:6]=[CH:7][C:2]([Cl:1])=[CH:3][CH:4]=2)[O:9][C:10]=1[CH3:15], predict the reactants needed to synthesize it. The reactants are: [Cl:1][C:2]1[CH:7]=[CH:6][C:5]([C:8]2[O:9][C:10]([CH3:15])=[C:11]([CH3:14])[N+:12]=2[O-])=[CH:4][CH:3]=1.P(Cl)(Cl)([Cl:18])=O.N. (3) Given the product [CH3:1][O:2][C:3](=[O:26])[CH2:4][C:5]1[CH:10]=[CH:9][CH:8]=[C:7]([O:11][C:12]2[CH:17]=[CH:16][C:15]([C:18]([F:20])([F:19])[F:21])=[CH:14][C:13]=2[CH2:22][N:23]([CH2:24][CH3:25])[S:33]([C:30]2[CH:31]=[CH:32][C:27]([CH3:37])=[CH:28][CH:29]=2)(=[O:35])=[O:34])[CH:6]=1, predict the reactants needed to synthesize it. The reactants are: [CH3:1][O:2][C:3](=[O:26])[CH2:4][C:5]1[CH:10]=[CH:9][CH:8]=[C:7]([O:11][C:12]2[CH:17]=[CH:16][C:15]([C:18]([F:21])([F:20])[F:19])=[CH:14][C:13]=2[CH2:22][NH:23][CH2:24][CH3:25])[CH:6]=1.[C:27]1([CH3:37])[CH:32]=[CH:31][C:30]([S:33](Cl)(=[O:35])=[O:34])=[CH:29][CH:28]=1. (4) The reactants are: C[O:2][C:3]([C:5]1[S:13][C:12]2[N:7]([C:8](=[O:22])[N:9]([CH2:15][C:16]3[CH:21]=[CH:20][CH:19]=[CH:18][CH:17]=3)[C:10](=[O:14])[CH:11]=2)[CH:6]=1)=[O:4].O1CCCC1.[OH-].[Na+].Cl. Given the product [CH2:15]([N:9]1[C:10](=[O:14])[CH:11]=[C:12]2[S:13][C:5]([C:3]([OH:4])=[O:2])=[CH:6][N:7]2[C:8]1=[O:22])[C:16]1[CH:21]=[CH:20][CH:19]=[CH:18][CH:17]=1, predict the reactants needed to synthesize it.